From a dataset of Experimentally validated miRNA-target interactions with 360,000+ pairs, plus equal number of negative samples. Binary Classification. Given a miRNA mature sequence and a target amino acid sequence, predict their likelihood of interaction. (1) The miRNA is hsa-miR-548aq-3p with sequence CAAAAACUGCAAUUACUUUUGC. The protein sequence of the target gene is MPGSDTALTVDRTYSYPGRHHRCKSRVERHDMNTLSLPLNIRRGGSDTNLNFDVPDGILDFHKVKLTADSLKQKILKVTEQIKIEQTSRDGNVAEYLKLVNNADKQQAGRIKQVFEKKNQKSAHSIAQLQKKLEQYHRKLREIEQNGASRSSKDISKDHLKDIHRSLKDAHVKSRTAPHCMESSKSGMPGVSLTPPVFVFNKSREFANLIRNKFGSADNIAHLKNSLEEFRPEASARAYGGSATIVNKPKYGSDDECSSGTSGSADSNGNQSFGAGGASTLDSQGKLAVILEELREIKDT.... Result: 1 (interaction). (2) The miRNA is gga-miR-146b-3p with sequence CCCUAUGGAUUCAGUUCUGC. The protein sequence of the target gene is MAAEEADVDIEGDVVAAAGAQPGSGENTASVLQKDHYLDSSWRTENGLIPWTLDNTISEENRAVIEKMLLEEEYYLSKKSQPEKVWLDQKEDDKKYMKSLQKTAKIMVHSPTKPASYSVKWTIEEKELFEQGLAKFGRRWTKISKLIGSRTVLQVKSYARQYFKNKVKCGLDKETPNQKTGHNLQVKNEDKGTKAWTPSCLRGRADPNLNAVKIEKLSDDEEVDITDEVDELSSQTPQKNSSSDLLLDFPNSKMHETNQGEFITSDSQEALFSKSSRGCLQNEKQDETLSSSEITLWTEK.... Result: 0 (no interaction). (3) The miRNA is hsa-miR-34b-5p with sequence UAGGCAGUGUCAUUAGCUGAUUG. The protein sequence of the target gene is MGILYSEPICQAAYQNDFGQVWRWVKEDSSYANVQDGFNGDTPLICACRRGHVRIVSFLLRRNANVNLKNQKERTCLHYAVKKKFTFIDYLLIILLMPVLLIGYFLMVSKTKQNEALVRMLLDAGVEVNATDCYGCTALHYACEMKNQSLIPLLLEARADPTIKNKHGESSLDIARRLKFSQIELMLRKAL. Result: 0 (no interaction). (4) The miRNA is hsa-miR-4747-5p with sequence AGGGAAGGAGGCUUGGUCUUAG. The protein sequence of the target gene is MAAAPGLLVWLLVLRLPWRVPGQLDPSTGRRFSEHKLCADDECSMLMYRGEALEDFTGPDCRFVNFKKGDPVYVYYKLARGWPEVWAGSVGRTFGYFPKDLIQVVHEYTKEELQVPTDETDFVCFDGGRDDFHNYNVEELLGFLELYNSAATDSEKAVEKTLQDMEKNPELSKEREPEPEPVEANSEESDSVFSENTEDLQEQFTTQKHHSHANSQANHAQGEQASFESFEEMLQDKLKVPESENNKTSNSSQVSNEQDKIDAYKLLKKEMTLDLKTKFGSTADALVSDDETTRLVTSLE.... Result: 0 (no interaction). (5) The miRNA is hsa-miR-302b-3p with sequence UAAGUGCUUCCAUGUUUUAGUAG. The protein sequence of the target gene is MATALALRSLYRARPSLRCPPVELPWAPRRGHRLSPADDELYQRTRISLLQREAAQAMYIDSYNSRGFMINGNRVLGPCALLPHSVVQWNVGSHQDITEDSFSLFWLLEPRIEIVVVGTGDRTERLQSQVLQAMRQRGIAVEVQDTPNACATFNFLCHEGRVTGAALIPPPGGTSLTSLGQAAQ. Result: 1 (interaction). (6) The miRNA is mmu-miR-1894-3p with sequence GCAAGGGAGAGGGUGAAGGGAG. The protein sequence of the target gene is MAASSSEISEMKGVEESPKVPGEGPGHSEAETGPPQVLAGVPDQPEAPQPGPNTTAAPVDSGPKAGLAPETTETPAGASETAQATDLSLSPGGESKANCSPEDPCQETVSKPEVSKEATADQGSRLESAAPPEPAPEPAPQPDPRPDSQPTPKPALQPELPTQEDPTPEILSESVGEKQENGAVVPLQAGDGEEGPAPEPHSPPSKKSPPANGAPPRVLQQLVEEDRMRRAHSGHPGSPRGSLSRHPSSQLAGPGVEGGEGTQKPRDYIILAILSCFCPMWPVNIVAFAYAVMSRNSLQQ.... Result: 0 (no interaction). (7) The miRNA is mmu-miR-466m-3p with sequence UACAUACACACAUACACACGCA. The protein sequence of the target gene is MSDFDSNPFADPDLNNPFKDPSVTQVTRNVPPGLDEYNPFSDSRTPPPGSVKMPNVPNTQPAIMKPTEEHPAYTQITKEHALAQAELLKRQEELERKAAELDRREREMQNLSQHGRKNNWPPLPSNFPVGPCFYQDFSVDIPVEFQKTVKLMYYLWMFHAVTLFLNIFGCLAWFCVDSSRAVDFGLSILWFLLFTPCSFVCWYRPLYGAFRSDSSFRFFVFFFVYICQFAVHVLQAAGFHNWGNCGWISSLTGLNKNIPVGIMMIIIAALFTASAVISLVMFKKVHGLYRTTGASFEKAQ.... Result: 0 (no interaction).